This data is from Reaction yield outcomes from USPTO patents with 853,638 reactions. The task is: Predict the reaction yield, written as a fraction of the theoretical maximum amount of product (1.0 means a 100% yield; for example, 0.34 means a 34% yield). (1) The reactants are [C:1]([O:5][C:6](=[O:19])[NH:7][CH2:8][CH2:9][C:10]1[CH:15]=[C:14]([F:16])[C:13]([OH:17])=[C:12]([F:18])[CH:11]=1)([CH3:4])([CH3:3])[CH3:2].Cl[C:21]1[CH:28]=[CH:27][C:24]([C:25]#[N:26])=[CH:23][N:22]=1.[H-].[Na+].O. The catalyst is CS(C)=O. The product is [C:1]([O:5][C:6](=[O:19])[NH:7][CH2:8][CH2:9][C:10]1[CH:15]=[C:14]([F:16])[C:13]([O:17][C:21]2[CH:28]=[CH:27][C:24]([C:25]#[N:26])=[CH:23][N:22]=2)=[C:12]([F:18])[CH:11]=1)([CH3:4])([CH3:2])[CH3:3]. The yield is 0.510. (2) The reactants are C[O:2][C:3]1[CH:28]=[CH:27][C:6]([C:7]([NH:9][CH:10]([C:12]2[CH:17]=[C:16]([F:18])[CH:15]=[CH:14][C:13]=2[C:19]2[CH:24]=[CH:23][C:22]([F:25])=[CH:21][C:20]=2F)[CH3:11])=[O:8])=[CH:5][CH:4]=1.C[Si]([N-][Si](C)(C)C)(C)C.[Li+]. The catalyst is O1CCCC1.C(OCC)(=O)C. The product is [F:25][C:22]1[CH:21]=[CH:20][C:19]2[C:13]3[C:12]([CH:10]([CH3:11])[N:9]([C:7]([C:6]4[CH:27]=[CH:28][C:3]([OH:2])=[CH:4][CH:5]=4)=[O:8])[C:24]=2[CH:23]=1)=[CH:17][C:16]([F:18])=[CH:15][CH:14]=3. The yield is 0.400. (3) The reactants are [Cl:1][C:2]1[N:7]=[C:6]([NH:8][C:9](=[O:14])[C:10]([CH3:13])([CH3:12])[CH3:11])[CH:5]=[CH:4][CH:3]=1.[Cl:15]N1C(=O)CCC1=O. The catalyst is C(Cl)(Cl)Cl. The product is [Cl:15][C:3]1[CH:4]=[CH:5][C:6]([NH:8][C:9](=[O:14])[C:10]([CH3:11])([CH3:13])[CH3:12])=[N:7][C:2]=1[Cl:1]. The yield is 0.660. (4) The product is [C:1]([NH:4][C:5]1[N:6]=[CH:7][C:8]2[S:13][C:12](=[O:14])[N:11]([C@@H:15]3[O:27][C@H:26]([CH2:28][O:29][C:30](=[O:32])[CH3:31])[C@@H:21]([O:22][C:23](=[O:25])[CH3:24])[C@H:16]3[O:17][C:18](=[O:20])[CH3:19])[C:9]=2[N:10]=1)(=[O:3])[CH3:2]. The yield is 0.900. The catalyst is [Pd].C(O)C. The reactants are [C:1]([NH:4][C:5]1[N:6]=[C:7](Cl)[C:8]2[S:13][C:12](=[O:14])[N:11]([C@@H:15]3[O:27][C@H:26]([CH2:28][O:29][C:30](=[O:32])[CH3:31])[C@@H:21]([O:22][C:23](=[O:25])[CH3:24])[C@H:16]3[O:17][C:18](=[O:20])[CH3:19])[C:9]=2[N:10]=1)(=[O:3])[CH3:2].C([O-])(=O)C.[Na+].